From a dataset of Forward reaction prediction with 1.9M reactions from USPTO patents (1976-2016). Predict the product of the given reaction. Given the reactants [C:1]([O:5][C:6]([N:8]([CH2:33][C@@H:34]([C:36]1[CH:41]=[CH:40][CH:39]=[C:38]([Cl:42])[CH:37]=1)[OH:35])[CH2:9][CH2:10][C:11]1[CH:16]=[CH:15][C:14]([C:17]2[CH:25]=[C:24]3[C:20]([C:21]([C:29]([O:31][CH3:32])=[O:30])=[CH:22][N:23]3[CH:26]([CH3:28])[CH3:27])=[CH:19][CH:18]=2)=[CH:13][CH:12]=1)=[O:7])([CH3:4])([CH3:3])[CH3:2].[O:43]1[CH:48]=[CH:47][CH2:46][CH2:45][CH2:44]1.C1(C)C=CC(S([O-])(=O)=O)=CC=1.[NH+]1C=CC=CC=1.O, predict the reaction product. The product is: [C:1]([O:5][C:6]([N:8]([CH2:33][C@@H:34]([C:36]1[CH:41]=[CH:40][CH:39]=[C:38]([Cl:42])[CH:37]=1)[O:35][CH:44]1[CH2:45][CH2:46][CH2:47][CH2:48][O:43]1)[CH2:9][CH2:10][C:11]1[CH:12]=[CH:13][C:14]([C:17]2[CH:25]=[C:24]3[C:20]([C:21]([C:29]([O:31][CH3:32])=[O:30])=[CH:22][N:23]3[CH:26]([CH3:27])[CH3:28])=[CH:19][CH:18]=2)=[CH:15][CH:16]=1)=[O:7])([CH3:3])([CH3:4])[CH3:2].